Task: Predict the reactants needed to synthesize the given product.. Dataset: Full USPTO retrosynthesis dataset with 1.9M reactions from patents (1976-2016) (1) Given the product [O:18]1[CH:19]=[N:20][N:21]=[C:17]1[C:14]1[CH:15]=[CH:16][C:11]([B:31]([OH:32])[OH:30])=[CH:12][CH:13]=1, predict the reactants needed to synthesize it. The reactants are: [Li].ClC1C=CC=CC=1C.Br[C:11]1[CH:16]=[CH:15][C:14]([C:17]2[O:18][CH:19]=[N:20][N:21]=2)=[CH:13][CH:12]=1.C([Li])CCCCC.C[O:30][B:31](OC)[O:32]C. (2) Given the product [Br:1][C:2]1[CH:3]=[C:4]2[N:10]=[CH:9][N:8]([CH2:11][C:12]3[CH:23]=[CH:22][C:15]4[N:16]=[C:17]([NH:33][C@@H:26]5[C:27]6[C:32](=[CH:31][CH:30]=[CH:29][CH:28]=6)[CH2:24][C@H:25]5[OH:34])[O:18][C:14]=4[CH:13]=3)[C:5]2=[N:6][CH:7]=1, predict the reactants needed to synthesize it. The reactants are: [Br:1][C:2]1[CH:3]=[C:4]2[N:10]=[CH:9][N:8]([CH2:11][C:12]3[CH:23]=[CH:22][C:15]4[N:16]=[C:17](S(C)=O)[O:18][C:14]=4[CH:13]=3)[C:5]2=[N:6][CH:7]=1.[CH2:24]1[C:32]2[C:27](=[CH:28][CH:29]=[CH:30][CH:31]=2)[C@@H:26]([NH2:33])[C@@H:25]1[OH:34].CCN(C(C)C)C(C)C.